This data is from Forward reaction prediction with 1.9M reactions from USPTO patents (1976-2016). The task is: Predict the product of the given reaction. (1) Given the reactants [CH:1]#[C:2][CH2:3][CH2:4][CH2:5][CH2:6][CH2:7][CH2:8][CH2:9][CH3:10].[CH:11]([Mg]Cl)([CH3:13])[CH3:12].[S:16]1[CH:20]=[CH:19][C:18]2=[CH:21][C:22]3[S:23][CH:24]=[CH:25][C:26]=3[CH:27]=[C:17]12.[Sn](Cl)Cl, predict the reaction product. The product is: [C:1]([C:21]1[C:22]2[S:23][CH:24]=[CH:25][C:26]=2[C:27]([C:12]#[C:11][CH2:13][CH2:1][CH2:2][CH2:3][CH2:4][CH2:5][CH2:6][CH3:7])=[C:17]2[S:16][CH:20]=[CH:19][C:18]=12)#[C:2][CH2:3][CH2:4][CH2:5][CH2:6][CH2:7][CH2:8][CH2:9][CH3:10]. (2) The product is: [ClH:33].[CH3:1][N:2]1[CH2:3][CH2:4][CH:5]([O:8][C:9]([NH:11][C:12]2[CH:13]=[C:14]([CH2:24][CH2:25][C:26]([OH:28])=[O:27])[CH:15]=[CH:16][C:17]=2[C:18]2[CH:23]=[CH:22][CH:21]=[CH:20][CH:19]=2)=[O:10])[CH2:6][CH2:7]1. Given the reactants [CH3:1][N:2]1[CH2:7][CH2:6][CH:5]([O:8][C:9]([NH:11][C:12]2[CH:13]=[C:14]([CH2:24][CH2:25][C:26]([O:28]C(C)(C)C)=[O:27])[CH:15]=[CH:16][C:17]=2[C:18]2[CH:23]=[CH:22][CH:21]=[CH:20][CH:19]=2)=[O:10])[CH2:4][CH2:3]1.[ClH:33], predict the reaction product. (3) Given the reactants Br[C:2]1[CH:7]=[CH:6][C:5]([C:8]2[C:9]3[C:14]([C:15]4[CH:16]=[CH:17][CH:18]=[CH:19][C:20]=4[CH:21]=2)=[CH:13][CH:12]=[CH:11][CH:10]=3)=[CH:4][CH:3]=1.CCCCCC.C([Li])CCC.[B:33](OC(C)C)([O:38]C(C)C)[O:34]C(C)C.Cl, predict the reaction product. The product is: [CH:19]1[C:20]2[CH:21]=[C:8]([C:5]3[CH:6]=[CH:7][C:2]([B:33]([OH:38])[OH:34])=[CH:3][CH:4]=3)[C:9]3[C:14](=[CH:13][CH:12]=[CH:11][CH:10]=3)[C:15]=2[CH:16]=[CH:17][CH:18]=1. (4) Given the reactants ClC1C=CC(C2C=C(F)SC=2CO)=CC=1.OC1C=CC(CCC(OCC)=O)=C(C)C=1C.[F:32][C:33]1[S:37][C:36]([CH2:38][O:39][C:40]2[CH:45]=[CH:44][C:43]([CH2:46][CH2:47][C:48]([O:50]CC)=[O:49])=[C:42]([CH3:53])[C:41]=2[CH3:54])=[C:35]([C:55]2[CH:60]=[CH:59][C:58]([Cl:61])=[CH:57][CH:56]=2)[CH:34]=1, predict the reaction product. The product is: [Cl:61][C:58]1[CH:59]=[CH:60][C:55]([C:35]2[CH:34]=[C:33]([F:32])[S:37][C:36]=2[CH2:38][O:39][C:40]2[CH:45]=[CH:44][C:43]([CH2:46][CH2:47][C:48]([OH:50])=[O:49])=[C:42]([CH3:53])[C:41]=2[CH3:54])=[CH:56][CH:57]=1. (5) Given the reactants [Cl:1][C:2]1[C:3]([NH:29][C:30]2[CH:35]=[CH:34][CH:33]=[CH:32][C:31]=2[S:36]([CH:39]([CH3:41])[CH3:40])(=[O:38])=[O:37])=[N:4][C:5]([NH:8][C:9]2[CH:17]=[C:16]3[C:12]([CH2:13][N:14]([CH:19]4[CH2:24][CH2:23][NH:22][CH2:21][CH2:20]4)[C:15]3=[O:18])=[CH:11][C:10]=2[O:25][CH:26]([CH3:28])[CH3:27])=[N:6][CH:7]=1.[CH2:42]([N:44]([CH2:47]C)[CH2:45]C)[CH3:43].CN(C=[O:53])C, predict the reaction product. The product is: [Cl:1][C:2]1[C:3]([NH:29][C:30]2[CH:35]=[CH:34][CH:33]=[CH:32][C:31]=2[S:36]([CH:39]([CH3:41])[CH3:40])(=[O:38])=[O:37])=[N:4][C:5]([NH:8][C:9]2[CH:17]=[C:16]3[C:12]([CH2:13][N:14]([CH:19]4[CH2:20][CH2:21][N:22]([C:43](=[O:53])[CH2:42][N:44]([CH3:47])[CH3:45])[CH2:23][CH2:24]4)[C:15]3=[O:18])=[CH:11][C:10]=2[O:25][CH:26]([CH3:28])[CH3:27])=[N:6][CH:7]=1. (6) Given the reactants Cl[C:2]1[C:7]([NH2:8])=[C:6]([O:9][C@@H:10]2[CH2:15][CH2:14][CH2:13][N:12]([CH3:16])[CH2:11]2)[N:5]=[CH:4][N:3]=1, predict the reaction product. The product is: [CH3:16][N:12]1[CH2:13][CH2:14][CH2:15][C@@H:10]([O:9][C:6]2[C:7]([NH2:8])=[CH:2][N:3]=[CH:4][N:5]=2)[CH2:11]1. (7) Given the reactants [CH3:1][N:2]1[C:7](=[O:8])[CH:6]=[C:5]([C:9]2[CH:14]=[CH:13][N:12]=[CH:11][N:10]=2)[N:4]=[C:3]1[N:15]1[CH2:21][C@H:20]([C:22]2[CH:29]=[CH:28][C:25]([C:26]#[N:27])=[CH:24][CH:23]=2)[CH2:19][O:18][CH2:17][CH2:16]1.NO.[CH2:32]([N:34](CC)CC)[CH3:33].C(OC(=O)C)(=[O:41])C, predict the reaction product. The product is: [CH3:1][N:2]1[C:7](=[O:8])[CH:6]=[C:5]([C:9]2[CH:14]=[CH:13][N:12]=[CH:11][N:10]=2)[N:4]=[C:3]1[N:15]1[CH2:21][C@H:20]([C:22]2[CH:29]=[CH:28][C:25]([C:26]3[N:34]=[C:32]([CH3:33])[O:41][N:27]=3)=[CH:24][CH:23]=2)[CH2:19][O:18][CH2:17][CH2:16]1. (8) The product is: [CH3:25][N:22]1[C:23]([CH3:24])=[C:19]([C:15]2[CH:14]=[CH:13][CH:12]=[C:11]3[C:16]=2[CH2:17][CH2:18][C@H:9]([NH2:8])[CH2:10]3)[C:20]([CH3:26])=[N:21]1. Given the reactants C([NH:8][C@H:9]1[CH2:18][CH2:17][C:16]2[C:11](=[CH:12][CH:13]=[CH:14][C:15]=2[C:19]2[C:20]([CH3:26])=[N:21][N:22]([CH3:25])[C:23]=2[CH3:24])[CH2:10]1)C1C=CC=CC=1.CO, predict the reaction product.